This data is from Forward reaction prediction with 1.9M reactions from USPTO patents (1976-2016). The task is: Predict the product of the given reaction. Given the reactants [NH2:1][CH2:2][C:3]1[C:12](=[O:13])[C:11]2[C:6](=[CH:7][C:8]([Cl:14])=[CH:9][CH:10]=2)[N:5]([C:15]2[CH:20]=[CH:19][CH:18]=[CH:17][CH:16]=2)[C:4]=1[C:21]([N:23]([CH3:25])[CH3:24])=[O:22].[CH3:26][S:27]([C:30]1[CH:38]=[CH:37][C:33]([C:34](O)=[O:35])=[CH:32][CH:31]=1)(=[O:29])=[O:28], predict the reaction product. The product is: [CH3:24][N:23]([CH3:25])[C:21]([C:4]1[N:5]([C:15]2[CH:20]=[CH:19][CH:18]=[CH:17][CH:16]=2)[C:6]2[C:11]([C:12](=[O:13])[C:3]=1[CH2:2][NH:1][C:34](=[O:35])[C:33]1[CH:32]=[CH:31][C:30]([S:27]([CH3:26])(=[O:29])=[O:28])=[CH:38][CH:37]=1)=[CH:10][CH:9]=[C:8]([Cl:14])[CH:7]=2)=[O:22].